Task: Predict the reaction yield, written as a fraction of the theoretical maximum amount of product (1.0 means a 100% yield; for example, 0.34 means a 34% yield).. Dataset: Reaction yield outcomes from USPTO patents with 853,638 reactions (1) The product is [Br:1][C:2]1[CH:3]=[CH:4][C:5]([C@@H:8]([NH:10][CH2:11][CH2:12][C:13](=[O:14])[CH:18]([CH3:20])[CH3:19])[CH3:9])=[CH:6][CH:7]=1. The yield is 0.970. The reactants are [Br:1][C:2]1[CH:7]=[CH:6][C:5]([C@@H:8]([NH:10][CH2:11][CH2:12][C:13]2([CH:18]([CH3:20])[CH3:19])OCC[O:14]2)[CH3:9])=[CH:4][CH:3]=1.Cl.C([O-])(O)=O.[Na+]. The catalyst is CO. (2) The reactants are [N:1]1[C:9]([NH2:10])=[C:8]2[C:4]([N:5]=[CH:6][NH:7]2)=[N:3][CH:2]=1.C1(=O)O[CH2:14][CH2:13][O:12]1.C1(C)C=CC=CC=1. The catalyst is CN(C=O)C.[OH-].[Na+]. The product is [OH:12][CH2:13][CH2:14][N:5]1[CH:6]=[N:7][C:8]2[C:4]1=[N:3][CH:2]=[N:1][C:9]=2[NH2:10]. The yield is 0.900. (3) The reactants are O[C:2]1([C:20]([F:23])([F:22])[F:21])[N:7]([CH2:8][C:9]([F:12])([F:11])[F:10])[C:6]2[CH:13]=[CH:14][C:15]([N+:17]([O-:19])=[O:18])=[CH:16][C:5]=2[O:4][CH2:3]1.C([BH3-])#N.[Na+].C(=O)([O-])[O-].[K+].[K+]. The catalyst is FC(F)(F)C(O)=O.O. The product is [N+:17]([C:15]1[CH:14]=[CH:13][C:6]2[N:7]([CH2:8][C:9]([F:12])([F:11])[F:10])[CH:2]([C:20]([F:21])([F:22])[F:23])[CH2:3][O:4][C:5]=2[CH:16]=1)([O-:19])=[O:18]. The yield is 0.520. (4) The catalyst is O.O1CCCC1.CO. The yield is 1.00. The reactants are O.[OH-].[Li+].C[O:5][C:6](=[O:25])[C:7]1[CH:12]=[CH:11][C:10]([C:13]([NH:15][CH2:16][C:17]2[CH:22]=[CH:21][CH:20]=[C:19]([OH:23])[CH:18]=2)=[O:14])=[CH:9][C:8]=1[Br:24]. The product is [Br:24][C:8]1[CH:9]=[C:10]([C:13]([NH:15][CH2:16][C:17]2[CH:22]=[CH:21][CH:20]=[C:19]([OH:23])[CH:18]=2)=[O:14])[CH:11]=[CH:12][C:7]=1[C:6]([OH:25])=[O:5]. (5) The reactants are [C:1]1([S:7]([N:10]2[C:14]3[S:15][C:16](Br)=[C:17]([C:18]4[CH:23]=[CH:22][CH:21]=[CH:20][CH:19]=4)[C:13]=3[C:12]([N:25]3[CH2:30][CH2:29][CH:28]([CH2:31][O:32][CH2:33][CH2:34][N:35]4[CH2:39][CH2:38][CH2:37][CH2:36]4)[CH2:27][CH2:26]3)=[N:11]2)(=[O:9])=[O:8])[CH:6]=[CH:5][CH:4]=[CH:3][CH:2]=1.[CH3:40][N:41](C=O)C. The catalyst is C(OCC)(=O)C.O.[C-]#N.[Zn+2].[C-]#N.C1(P([C-]2C=CC=C2)C2C=CC=CC=2)C=CC=CC=1.[CH-]1C=CC=C1.[Fe+2].[Pd].[Pd].C(=CC(C=CC1C=CC=CC=1)=O)C1C=CC=CC=1.C(=CC(C=CC1C=CC=CC=1)=O)C1C=CC=CC=1.C(=CC(C=CC1C=CC=CC=1)=O)C1C=CC=CC=1. The product is [C:1]1([S:7]([N:10]2[C:14]3[S:15][C:16]([C:40]#[N:41])=[C:17]([C:18]4[CH:23]=[CH:22][CH:21]=[CH:20][CH:19]=4)[C:13]=3[C:12]([N:25]3[CH2:30][CH2:29][CH:28]([CH2:31][O:32][CH2:33][CH2:34][N:35]4[CH2:39][CH2:38][CH2:37][CH2:36]4)[CH2:27][CH2:26]3)=[N:11]2)(=[O:9])=[O:8])[CH:6]=[CH:5][CH:4]=[CH:3][CH:2]=1. The yield is 0.910.